Dataset: Catalyst prediction with 721,799 reactions and 888 catalyst types from USPTO. Task: Predict which catalyst facilitates the given reaction. (1) Reactant: [ClH:1].[CH3:2][O:3][CH2:4][CH2:5][O:6][CH2:7][CH2:8][O:9][CH2:10][CH2:11][NH:12][C:13]([C:15]1[CH:20]=[CH:19][C:18]([C:21]2[CH:26]=[CH:25][CH:24]=[C:23]([CH2:27][C@H:28]([NH:43][C:44]([C@H:46]3[CH2:51][CH2:50][C@H:49]([CH2:52][NH:53]C(=O)OC(C)(C)C)[CH2:48][CH2:47]3)=[O:45])[C:29](=[O:42])[NH:30][C:31]3[CH:36]=[CH:35][C:34]([C:37]4[NH:41][N:40]=[N:39][N:38]=4)=[CH:33][CH:32]=3)[CH:22]=2)=[C:17]([CH3:61])[CH:16]=1)=[O:14].C(#N)C. Product: [ClH:1].[NH2:53][CH2:52][C@H:49]1[CH2:50][CH2:51][C@H:46]([C:44]([NH:43][C@H:28]([C:29](=[O:42])[NH:30][C:31]2[CH:36]=[CH:35][C:34]([C:37]3[NH:41][N:40]=[N:39][N:38]=3)=[CH:33][CH:32]=2)[CH2:27][C:23]2[CH:22]=[C:21]([C:18]3[CH:19]=[CH:20][C:15]([C:13]([NH:12][CH2:11][CH2:10][O:9][CH2:8][CH2:7][O:6][CH2:5][CH2:4][O:3][CH3:2])=[O:14])=[CH:16][C:17]=3[CH3:61])[CH:26]=[CH:25][CH:24]=2)=[O:45])[CH2:47][CH2:48]1. The catalyst class is: 12. (2) Reactant: Cl[C:2]1[C:7]([Cl:8])=[CH:6][C:5]([N+:9]([O-:11])=[O:10])=[CH:4][N:3]=1.[CH3:12][CH:13]([CH3:16])[CH2:14][OH:15].CC([O-])(C)C.[K+]. Product: [Cl:8][C:7]1[C:2]([O:15][CH2:14][CH:13]([CH3:16])[CH3:12])=[N:3][CH:4]=[C:5]([N+:9]([O-:11])=[O:10])[CH:6]=1. The catalyst class is: 1. (3) Reactant: [Br:1][C:2]1[C:7]([I:8])=[CH:6][N:5]=[C:4]([NH2:9])[CH:3]=1.[N:10]([CH2:13][CH3:14])=[C:11]=[O:12]. Product: [Br:1][C:2]1[C:7]([I:8])=[CH:6][N:5]=[C:4]([NH:9][C:11]([NH:10][CH2:13][CH3:14])=[O:12])[CH:3]=1. The catalyst class is: 22. (4) Reactant: [C:1]([O:5][C:6]([N:8]1[CH2:13][CH2:12][N:11]([C:14]([O:16][CH2:17][C:18]2[CH:23]=[CH:22][CH:21]=[CH:20][CH:19]=2)=[O:15])[CH2:10][C@@H:9]1[CH2:24][CH2:25][OH:26])=[O:7])([CH3:4])([CH3:3])[CH3:2].[Cr](O[Cr]([O-])(=O)=O)([O-])(=O)=[O:28].[NH+]1C=CC=CC=1.[NH+]1C=CC=CC=1. Product: [CH2:17]([O:16][C:14]([N:11]1[CH2:12][CH2:13][N:8]([C:6]([O:5][C:1]([CH3:4])([CH3:3])[CH3:2])=[O:7])[C@@H:9]([CH2:24][C:25]([OH:28])=[O:26])[CH2:10]1)=[O:15])[C:18]1[CH:19]=[CH:20][CH:21]=[CH:22][CH:23]=1. The catalyst class is: 448.